This data is from Full USPTO retrosynthesis dataset with 1.9M reactions from patents (1976-2016). The task is: Predict the reactants needed to synthesize the given product. (1) Given the product [NH2:24][C:22](=[O:23])[C@H:21]([NH:20][C:6]1[N:7]=[C:8]([NH:9][C:10]2[CH:11]=[N:12][C:13]3[C:18]([CH:19]=2)=[CH:17][CH:16]=[CH:15][CH:14]=3)[C:3]([C:1]([NH2:2])=[O:35])=[N:4][CH:5]=1)[CH2:25][CH:26]([CH3:28])[CH3:27], predict the reactants needed to synthesize it. The reactants are: [C:1]([C:3]1[N:4]=[CH:5][C:6]([NH:20][C@H:21]([CH2:25][CH:26]([CH3:28])[CH3:27])[C:22]([NH2:24])=[O:23])=[N:7][C:8]=1[NH:9][C:10]1[CH:11]=[N:12][C:13]2[C:18]([CH:19]=1)=[CH:17][CH:16]=[CH:15][CH:14]=2)#[N:2].[OH-].[Na+].OO.CC(O)=[O:35]. (2) Given the product [CH3:31][C:32]([CH3:37])([CH3:36])[C:33]([NH:1][C:2]1[N:3]=[C:4]2[CH:9]=[CH:8][C:7]([O:10][C:11]3[CH:12]=[C:13]([NH:17][C:18](=[O:29])[C:19]4[CH:24]=[CH:23][CH:22]=[C:21]([C:25]([F:28])([F:27])[F:26])[CH:20]=4)[CH:14]=[CH:15][CH:16]=3)=[N:6][N:5]2[CH:30]=1)=[O:34], predict the reactants needed to synthesize it. The reactants are: [NH2:1][C:2]1[N:3]=[C:4]2[CH:9]=[CH:8][C:7]([O:10][C:11]3[CH:12]=[C:13]([NH:17][C:18](=[O:29])[C:19]4[CH:24]=[CH:23][CH:22]=[C:21]([C:25]([F:28])([F:27])[F:26])[CH:20]=4)[CH:14]=[CH:15][CH:16]=3)=[N:6][N:5]2[CH:30]=1.[CH3:31][C:32]([CH3:37])([CH3:36])[C:33](Cl)=[O:34].C(=O)([O-])O.[Na+]. (3) Given the product [Cl:1][C:2]1[S:6][C:5]([CH2:7][CH2:8][S:9]([N:12]([C@H:13]2[CH2:17][CH2:16][N:15]([C@@H:18]([CH2:27][O:28][CH3:29])[C:19]([N:21]3[CH2:22][CH2:23][O:24][CH2:25][CH2:26]3)=[O:20])[C:14]2=[O:30])[CH2:32][C:33]([NH:35][CH3:36])=[O:34])(=[O:10])=[O:11])=[CH:4][CH:3]=1, predict the reactants needed to synthesize it. The reactants are: [Cl:1][C:2]1[S:6][C:5]([CH2:7][CH2:8][S:9]([NH:12][C@H:13]2[CH2:17][CH2:16][N:15]([C@@H:18]([CH2:27][O:28][CH3:29])[C:19]([N:21]3[CH2:26][CH2:25][O:24][CH2:23][CH2:22]3)=[O:20])[C:14]2=[O:30])(=[O:11])=[O:10])=[CH:4][CH:3]=1.Cl[CH2:32][C:33]([NH:35][CH3:36])=[O:34]. (4) Given the product [CH3:18][N:2]([CH3:1])[CH:3]([C:5]1[N:9]2[N:10]=[CH:11][CH:12]=[CH:13][C:8]2=[C:7]([C:14]([NH:19][CH2:20][C:21]2[C:22](=[O:30])[NH:23][C:24]([CH3:29])=[CH:25][C:26]=2[O:27][CH3:28])=[O:16])[C:6]=1[CH3:17])[CH3:4], predict the reactants needed to synthesize it. The reactants are: [CH3:1][N:2]([CH3:18])[CH:3]([C:5]1[N:9]2[N:10]=[CH:11][CH:12]=[CH:13][C:8]2=[C:7]([C:14]([OH:16])=O)[C:6]=1[CH3:17])[CH3:4].[NH2:19][CH2:20][C:21]1[C:22](=[O:30])[NH:23][C:24]([CH3:29])=[CH:25][C:26]=1[O:27][CH3:28].C(N(C(C)C)C(C)C)C.F[P-](F)(F)(F)(F)F.C(C(=NO[C+](N(C)C)N1CCOCC1)C(OCC)=O)#N. (5) Given the product [CH3:1][C:2]1[N:3]=[CH:4][C:5]([C:8](=[O:10])[CH2:13][C:12]#[N:15])=[N:6][CH:7]=1, predict the reactants needed to synthesize it. The reactants are: [CH3:1][C:2]1[N:3]=[CH:4][C:5]([C:8]([O:10]C)=O)=[N:6][CH:7]=1.[C:12](#[N:15])[CH2:13]C.